Dataset: CYP1A2 inhibition data for predicting drug metabolism from PubChem BioAssay. Task: Regression/Classification. Given a drug SMILES string, predict its absorption, distribution, metabolism, or excretion properties. Task type varies by dataset: regression for continuous measurements (e.g., permeability, clearance, half-life) or binary classification for categorical outcomes (e.g., BBB penetration, CYP inhibition). Dataset: cyp1a2_veith. (1) The drug is Cn1cccc1C(=O)N1CCC2(CCN(Cc3nccs3)CC2)CC1. The result is 0 (non-inhibitor). (2) The compound is COc1ccc2[nH]cc(CCNc3cc(-c4ccccc4Cl)ncn3)c2c1. The result is 1 (inhibitor). (3) The compound is CC(=O)NS(=O)(=O)c1ccc(NC(=O)NC2CCCCC2)cc1. The result is 0 (non-inhibitor). (4) The drug is O=C(O)[C@@H]1[C@@H]2C[C@H]3[C@@H]1C(=O)O[C@H]3[C@H]2Br. The result is 0 (non-inhibitor). (5) The drug is CCOC(=O)c1sc(C)c(C(=O)NCC(C)(C)CN(C)C)c1N. The result is 0 (non-inhibitor). (6) The compound is C=CCNC(=O)c1ccc(-c2nc(-c3ccc(Cl)c(Cl)c3)cs2)cc1. The result is 0 (non-inhibitor). (7) The molecule is CCOC(=O)c1c[nH]c2c(C)cc(C)cc2c1=O. The result is 1 (inhibitor). (8) The drug is CC(=O)Nc1ccc(OCC(O)Cn2c3ccccc3c3ccccc32)c(C)c1. The result is 1 (inhibitor).